This data is from Full USPTO retrosynthesis dataset with 1.9M reactions from patents (1976-2016). The task is: Predict the reactants needed to synthesize the given product. The reactants are: C[O:2][C:3]1[CH:12]=[CH:11][C:6]2[CH:7]=[C:8]([CH3:10])[O:9][C:5]=2[CH:4]=1.B(Br)(Br)Br.C([O-])(O)=O.[Na+]. Given the product [OH:2][C:3]1[CH:12]=[CH:11][C:6]2[CH:7]=[C:8]([CH3:10])[O:9][C:5]=2[CH:4]=1, predict the reactants needed to synthesize it.